Dataset: Forward reaction prediction with 1.9M reactions from USPTO patents (1976-2016). Task: Predict the product of the given reaction. (1) Given the reactants [CH3:1][C:2]([CH3:27])([CH3:26])[C:3]#[C:4][C:5]1[S:9][C:8]([C:10]([OH:12])=[O:11])=[C:7]([N:13]([CH:23]([CH3:25])[CH3:24])[C:14]([C@H:16]2[CH2:21][CH2:20][C:19]([CH3:22])=[CH:18][CH2:17]2)=[O:15])[CH:6]=1.C(#N)C.FC(F)(F)C(O)=O, predict the reaction product. The product is: [CH3:1][C:2]([CH3:26])([CH3:27])[C:3]#[C:4][C:5]1[S:9][C:8]([C:10]([OH:12])=[O:11])=[C:7]([N:13]([CH:23]([CH3:24])[CH3:25])[C:14]([C@@H:16]2[CH2:21][CH2:20][C:19]([CH3:22])=[CH:18][CH2:17]2)=[O:15])[CH:6]=1. (2) Given the reactants [C:1]1([C:7]2[N:11]=[C:10]([N:12]3[CH2:17][CH2:16][NH:15][CH2:14][CH2:13]3)[S:9][N:8]=2)[CH:6]=[CH:5][CH:4]=[CH:3][CH:2]=1.C(N(CC)CC)C.[S:25]1[CH:29]=[CH:28][C:27]([N:30]=[C:31]=[O:32])=[CH:26]1, predict the reaction product. The product is: [C:1]1([C:7]2[N:11]=[C:10]([N:12]3[CH2:17][CH2:16][N:15]([C:31]([NH:30][C:27]4[CH:28]=[CH:29][S:25][CH:26]=4)=[O:32])[CH2:14][CH2:13]3)[S:9][N:8]=2)[CH:2]=[CH:3][CH:4]=[CH:5][CH:6]=1. (3) Given the reactants COC1C=C(C)C(S(N2CCCCC2COCC(O)=O)(=O)=O)=C(C)C=1.N1(CC2C=C(C=CC=2)C#N)CCNCC1.C(=O)([O-])O.[Na+].[CH3:46][O:47][C:48]1[CH:53]=[C:52]([CH3:54])[C:51]([S:55]([N:58]2[CH2:63][CH2:62][CH2:61][CH2:60][CH:59]2[CH2:64][O:65][CH2:66][C:67]([N:69]2[CH2:74][CH2:73][N:72]([CH2:75][C:76]3[CH:77]=[C:78]([CH:81]=[CH:82][CH:83]=3)[C:79]#[N:80])[CH2:71][CH2:70]2)=[O:68])(=[O:57])=[O:56])=[C:50]([CH3:84])[CH:49]=1.[Cl:85][Si](C)(C)C, predict the reaction product. The product is: [ClH:85].[CH3:46][O:47][C:48]1[CH:49]=[C:50]([CH3:84])[C:51]([S:55]([N:58]2[CH2:63][CH2:62][CH2:61][CH2:60][CH:59]2[CH2:64][O:65][CH2:66][C:67]([N:69]2[CH2:74][CH2:73][N:72]([CH2:75][C:76]3[CH:77]=[C:78]([CH:81]=[CH:82][CH:83]=3)[C:79]#[N:80])[CH2:71][CH2:70]2)=[O:68])(=[O:56])=[O:57])=[C:52]([CH3:54])[CH:53]=1. (4) Given the reactants [CH:1]1[CH:6]=[CH:5][C:4]([CH2:7][SH:8])=[CH:3][CH:2]=1.[H-].[Na+].[N:11]1([C:17]([N:19]2[CH2:24][CH:23]([C:25]3[CH:30]=[CH:29][C:28]([C:31]([F:34])([F:33])[F:32])=[CH:27][CH:26]=3)[CH2:22][CH:21]([CH2:35]S([O-])(=O)=O)[CH2:20]2)=[O:18])[CH2:16][CH2:15][O:14][CH2:13][CH2:12]1.O, predict the reaction product. The product is: [CH2:7]([S:8][CH2:35][CH:21]1[CH2:22][CH:23]([C:25]2[CH:30]=[CH:29][C:28]([C:31]([F:34])([F:33])[F:32])=[CH:27][CH:26]=2)[CH2:24][N:19]([C:17]([N:11]2[CH2:16][CH2:15][O:14][CH2:13][CH2:12]2)=[O:18])[CH2:20]1)[C:4]1[CH:5]=[CH:6][CH:1]=[CH:2][CH:3]=1. (5) The product is: [O:7]1[CH2:13][CH2:12][CH2:11][N:10]([CH2:14][C:15]2[CH:16]=[CH:17][C:18]([C:21]#[C:22][C:23]3[CH:33]=[CH:32][C:26]([C:27]([OH:29])=[O:28])=[CH:25][CH:24]=3)=[CH:19][CH:20]=2)[CH2:9][CH2:8]1. Given the reactants [OH-].[Na+].C(O)C.O.[O:7]1[CH2:13][CH2:12][CH2:11][N:10]([CH2:14][C:15]2[CH:20]=[CH:19][C:18]([C:21]#[C:22][C:23]3[CH:33]=[CH:32][C:26]([C:27]([O:29]CC)=[O:28])=[CH:25][CH:24]=3)=[CH:17][CH:16]=2)[CH2:9][CH2:8]1, predict the reaction product. (6) Given the reactants [CH3:1][C:2]1[CH:8]=[CH:7][C:6]([CH3:9])=[CH:5][C:3]=1[NH2:4].[N+:10]([C:13]1[CH:18]=[CH:17][CH:16]=[CH:15][C:14]=1[S:19](Cl)(=[O:21])=[O:20])([O-:12])=[O:11].N1C=CC=CC=1, predict the reaction product. The product is: [N+:10]([C:13]1[CH:18]=[CH:17][CH:16]=[CH:15][C:14]=1[S:19]([NH:4][C:3]1[CH:5]=[C:6]([CH3:9])[CH:7]=[CH:8][C:2]=1[CH3:1])(=[O:21])=[O:20])([O-:12])=[O:11]. (7) Given the reactants [C:1]([C:3]1[CH:4]=[CH:5][C:6]([O:30]C)=[C:7]([S:9]([N:12]([CH2:24][C:25]([O:27][CH2:28][CH3:29])=[O:26])[CH2:13][CH2:14][C:15]2[CH:20]=[CH:19][C:18]([CH:21]([CH3:23])[CH3:22])=[CH:17][CH:16]=2)(=[O:11])=[O:10])[CH:8]=1)#[N:2].[Cl-].[Li+].Cl.C(OCC)(=O)C, predict the reaction product. The product is: [C:1]([C:3]1[CH:4]=[CH:5][C:6]([OH:30])=[C:7]([S:9]([N:12]([CH2:24][C:25]([O:27][CH2:28][CH3:29])=[O:26])[CH2:13][CH2:14][C:15]2[CH:20]=[CH:19][C:18]([CH:21]([CH3:22])[CH3:23])=[CH:17][CH:16]=2)(=[O:11])=[O:10])[CH:8]=1)#[N:2].